This data is from Full USPTO retrosynthesis dataset with 1.9M reactions from patents (1976-2016). The task is: Predict the reactants needed to synthesize the given product. (1) The reactants are: [CH2:1]([C:3]1[CH:8]=[CH:7][C:6]([OH:9])=[CH:5][C:4]=1[CH:10]1[C:15](=[O:16])[C:14]([CH3:18])([CH3:17])[O:13][C:12]([CH3:20])([CH3:19])[C:11]1=[O:21])[CH3:2].F[C:23]1[CH:28]=[CH:27][CH:26]=[C:25]([C:29]([F:32])([F:31])[F:30])[N:24]=1.C(=O)([O-])[O-].[K+].[K+].Cl. Given the product [CH2:1]([C:3]1[CH:8]=[CH:7][C:6]([O:9][C:23]2[CH:28]=[CH:27][CH:26]=[C:25]([C:29]([F:32])([F:31])[F:30])[N:24]=2)=[CH:5][C:4]=1[CH:10]1[C:15](=[O:16])[C:14]([CH3:18])([CH3:17])[O:13][C:12]([CH3:20])([CH3:19])[C:11]1=[O:21])[CH3:2], predict the reactants needed to synthesize it. (2) Given the product [CH3:1][O:2][C:3]1[CH:4]=[C:5]2[C:6]([C:13](=[O:12])[C:14]([C:15]([O:17][CH2:18][CH3:19])=[O:16])=[CH:20][NH:9]2)=[CH:7][CH:8]=1, predict the reactants needed to synthesize it. The reactants are: [CH3:1][O:2][C:3]1[CH:8]=[CH:7][CH:6]=[C:5]([NH2:9])[CH:4]=1.C([O:12][CH:13]=[C:14]([C:20](OCC)=O)[C:15]([O:17][CH2:18][CH3:19])=[O:16])C.C(C1C=NC2C(C=1)=CC=C(OC1C3C(=CC(OCC4CCN(C)CC4)=C(OC)C=3)N=CN=1)C=2)#N. (3) Given the product [C:27]1([C:19]([C:20]2[CH:21]=[CH:22][CH:23]=[CH:24][CH:25]=2)([C:2]2[CH:3]=[N:4][CH:5]=[CH:6][CH:7]=2)[OH:26])[CH:28]=[CH:29][CH:30]=[CH:31][CH:32]=1, predict the reactants needed to synthesize it. The reactants are: Br[C:2]1[CH:3]=[N:4][CH:5]=[CH:6][CH:7]=1.CCCCCC.[Li]CCCC.[C:19]([C:27]1[CH:32]=[CH:31][CH:30]=[CH:29][CH:28]=1)(=[O:26])[C:20]1[CH:25]=[CH:24][CH:23]=[CH:22][CH:21]=1. (4) Given the product [Cl:1][C:2]1[CH:18]=[CH:17][C:5]([CH2:6][C:7](=[CH2:8])[C:12]([O:11][C:10]([CH3:23])([CH3:15])[CH3:14])=[O:13])=[CH:4][C:3]=1[N+:19]([O-:21])=[O:20], predict the reactants needed to synthesize it. The reactants are: [Cl:1][C:2]1[CH:18]=[CH:17][C:5]([CH2:6][CH:7]2[C:12](=[O:13])[O:11][C:10]([CH3:15])([CH3:14])O[C:8]2=O)=[CH:4][C:3]=1[N+:19]([O-:21])=[O:20].O.[CH2:23]1COCC1. (5) Given the product [C:40]([O:39][C:37]([N:14]1[C:15]2[C:20](=[C:19]([CH2:22][CH2:23][C:24]([OH:27])([CH3:25])[CH3:26])[CH:18]=[C:17]([CH2:28][N:29]([CH3:36])[CH:30]([CH3:35])[C:31]([CH3:32])([CH3:33])[CH3:34])[CH:16]=2)[CH:21]=[C:13]1[C:10]1[C:11]2[S:12][C:5]([CH2:3][OH:2])=[CH:6][C:7]=2[N:8]([C:44]([O:46][C:47]([CH3:50])([CH3:49])[CH3:48])=[O:45])[N:9]=1)=[O:38])([CH3:41])([CH3:42])[CH3:43], predict the reactants needed to synthesize it. The reactants are: C[O:2][C:3]([C:5]1[S:12][C:11]2[C:10]([C:13]3[N:14]([C:37]([O:39][C:40]([CH3:43])([CH3:42])[CH3:41])=[O:38])[C:15]4[C:20]([CH:21]=3)=[C:19]([CH2:22][CH2:23][C:24]([OH:27])([CH3:26])[CH3:25])[CH:18]=[C:17]([CH2:28][N:29]([CH3:36])[CH:30]([CH3:35])[C:31]([CH3:34])([CH3:33])[CH3:32])[CH:16]=4)=[N:9][N:8]([C:44]([O:46][C:47]([CH3:50])([CH3:49])[CH3:48])=[O:45])[C:7]=2[CH:6]=1)=O.[H-].C([Al+]CC(C)C)C(C)C. (6) Given the product [C:1]1([C:42]2[CH:43]=[CH:44][CH:45]=[CH:46][CH:47]=2)[CH:6]=[CH:5][C:4]([C:7]2[N:12]=[C:11]3[N:13]=[C:14]([O:24][C@H:25]4[CH2:30][O:29][C@H:28]([CH:31]=[O:32])[C@@H:27]([O:33][Si:34]([CH2:37][CH3:38])([CH2:39][CH3:40])[CH2:35][CH3:36])[CH2:26]4)[N:15]([CH2:16][O:17][CH2:18][CH2:19][Si:20]([CH3:23])([CH3:22])[CH3:21])[C:10]3=[CH:9][C:8]=2[Cl:41])=[CH:3][CH:2]=1, predict the reactants needed to synthesize it. The reactants are: [C:1]1([C:42]2[CH:47]=[CH:46][CH:45]=[CH:44][CH:43]=2)[CH:6]=[CH:5][C:4]([C:7]2[N:12]=[C:11]3[N:13]=[C:14]([O:24][C@H:25]4[CH2:30][O:29][C@H:28]([CH2:31][OH:32])[C@@H:27]([O:33][Si:34]([CH2:39][CH3:40])([CH2:37][CH3:38])[CH2:35][CH3:36])[CH2:26]4)[N:15]([CH2:16][O:17][CH2:18][CH2:19][Si:20]([CH3:23])([CH3:22])[CH3:21])[C:10]3=[CH:9][C:8]=2[Cl:41])=[CH:3][CH:2]=1.N1C=CC=CC=1.CC(OI1(OC(C)=O)(OC(C)=O)OC(=O)C2C=CC=CC1=2)=O. (7) The reactants are: [F:1][C:2]1[CH:7]=[C:6]([F:8])[CH:5]=[CH:4][C:3]=1[C:9]1[CH:14]=[CH:13][CH:12]=[C:11]([NH:15][C:16]([C:18]2[NH:19][C:20]3[C:25]([CH:26]=2)=[CH:24][CH:23]=[C:22]([N+:27]([O-:29])=[O:28])[CH:21]=3)=[O:17])[CH:10]=1.[C:30]([O-])([O-])=O.[K+].[K+].CI. Given the product [F:1][C:2]1[CH:7]=[C:6]([F:8])[CH:5]=[CH:4][C:3]=1[C:9]1[CH:14]=[CH:13][CH:12]=[C:11]([NH:15][C:16]([C:18]2[N:19]([CH3:30])[C:20]3[C:25]([CH:26]=2)=[CH:24][CH:23]=[C:22]([N+:27]([O-:29])=[O:28])[CH:21]=3)=[O:17])[CH:10]=1, predict the reactants needed to synthesize it. (8) The reactants are: [CH2:1]([N:8]1[CH:17]=[C:16]([C:18]([O:20]C)=[O:19])[C:15]2[C:10](=[CH:11][CH:12]=[C:13]([C:22]3[CH:27]=[C:26]([C:28](=[O:33])[NH:29][CH:30]4[CH2:32][CH2:31]4)[CH:25]=[CH:24][C:23]=3[CH3:34])[CH:14]=2)[C:9]1=[O:35])[C:2]1[CH:7]=[CH:6][CH:5]=[CH:4][CH:3]=1.[OH-].[Na+].C(O)(=O)C.O. Given the product [CH2:1]([N:8]1[CH:17]=[C:16]([C:18]([OH:20])=[O:19])[C:15]2[C:10](=[CH:11][CH:12]=[C:13]([C:22]3[CH:27]=[C:26]([C:28](=[O:33])[NH:29][CH:30]4[CH2:31][CH2:32]4)[CH:25]=[CH:24][C:23]=3[CH3:34])[CH:14]=2)[C:9]1=[O:35])[C:2]1[CH:7]=[CH:6][CH:5]=[CH:4][CH:3]=1, predict the reactants needed to synthesize it. (9) Given the product [N:27]1([CH2:26][CH2:25][O:12][CH:11]([C:8]2[CH:9]=[CH:10][C:5]([S:4][CH3:3])=[CH:6][CH:7]=2)[C:13]2[C:22]3[C:17](=[CH:18][CH:19]=[CH:20][CH:21]=3)[CH:16]=[CH:15][CH:14]=2)[CH2:32][CH2:31][CH2:30][CH2:29][CH2:28]1, predict the reactants needed to synthesize it. The reactants are: [H-].[Na+].[CH3:3][S:4][C:5]1[CH:10]=[CH:9][C:8]([CH:11]([C:13]2[C:22]3[C:17](=[CH:18][CH:19]=[CH:20][CH:21]=3)[CH:16]=[CH:15][CH:14]=2)[OH:12])=[CH:7][CH:6]=1.Cl.Cl[CH2:25][CH2:26][N:27]1[CH2:32][CH2:31][CH2:30][CH2:29][CH2:28]1.C(O)C.